Dataset: NCI-60 drug combinations with 297,098 pairs across 59 cell lines. Task: Regression. Given two drug SMILES strings and cell line genomic features, predict the synergy score measuring deviation from expected non-interaction effect. Drug 1: CCC1(CC2CC(C3=C(CCN(C2)C1)C4=CC=CC=C4N3)(C5=C(C=C6C(=C5)C78CCN9C7C(C=CC9)(C(C(C8N6C)(C(=O)OC)O)OC(=O)C)CC)OC)C(=O)OC)O.OS(=O)(=O)O. Drug 2: C1CCC(C(C1)N)N.C(=O)(C(=O)[O-])[O-].[Pt+4]. Cell line: NCI-H226. Synergy scores: CSS=15.1, Synergy_ZIP=-6.79, Synergy_Bliss=-3.92, Synergy_Loewe=-1.11, Synergy_HSA=-1.49.